Task: Predict the reactants needed to synthesize the given product.. Dataset: Full USPTO retrosynthesis dataset with 1.9M reactions from patents (1976-2016) (1) Given the product [NH2:11][C:8]1[CH:9]=[CH:10][C:5]([O:4][C:3]2[CH:25]=[CH:26][C:27]([F:29])=[CH:28][C:2]=2[Cl:1])=[C:6]([C:14]2[C:15]3[CH:24]=[CH:23][NH:22][C:16]=3[C:17](=[O:21])[N:18]([CH3:20])[CH:19]=2)[CH:7]=1, predict the reactants needed to synthesize it. The reactants are: [Cl:1][C:2]1[CH:28]=[C:27]([F:29])[CH:26]=[CH:25][C:3]=1[O:4][C:5]1[CH:10]=[CH:9][C:8]([N+:11]([O-])=O)=[CH:7][C:6]=1[C:14]1[C:15]2[CH:24]=[CH:23][NH:22][C:16]=2[C:17](=[O:21])[N:18]([CH3:20])[CH:19]=1.CN1C=C(C2C=C([N+]([O-])=O)C=CC=2OC2C=CC=CC=2)C2C=CNC=2C1=O. (2) Given the product [C:20]([C:17]1[CH:16]=[CH:15][C:14]([C@H:13]2[N:8]([CH2:7][C:6]([OH:40])=[O:5])[C:9](=[O:39])[N:10]([C:29]3[CH:34]=[CH:33][CH:32]=[C:31]([C:35]([F:37])([F:36])[F:38])[CH:30]=3)[C:11]([CH3:28])=[C:12]2[C:22]([CH:24]2[CH2:25][CH2:26][CH2:27]2)=[O:23])=[CH:19][CH:18]=1)#[N:21], predict the reactants needed to synthesize it. The reactants are: C([O:5][C:6](=[O:40])[CH2:7][N:8]1[C@H:13]([C:14]2[CH:19]=[CH:18][C:17]([C:20]#[N:21])=[CH:16][CH:15]=2)[C:12]([C:22]([CH:24]2[CH2:27][CH2:26][CH2:25]2)=[O:23])=[C:11]([CH3:28])[N:10]([C:29]2[CH:34]=[CH:33][CH:32]=[C:31]([C:35]([F:38])([F:37])[F:36])[CH:30]=2)[C:9]1=[O:39])(C)(C)C.FC(F)(F)C(O)=O. (3) Given the product [C:3]1([CH2:2][CH2:1][C:9]2[N:10]=[C:11]3[C:17]4[CH:18]=[CH:19][CH:20]=[CH:21][C:16]=4[NH:15][C:14]4[N:22]=[CH:23][CH:24]=[CH:25][C:13]=4[N:12]3[C:26]=2[C:27]2[CH:28]=[CH:29][C:30]([C:33]3([NH2:37])[CH2:34][CH2:35][CH2:36]3)=[CH:31][CH:32]=2)[CH:8]=[CH:7][CH:6]=[CH:5][CH:4]=1, predict the reactants needed to synthesize it. The reactants are: [CH:1](/[C:9]1[N:10]=[C:11]2[C:17]3[CH:18]=[CH:19][CH:20]=[CH:21][C:16]=3[NH:15][C:14]3[N:22]=[CH:23][CH:24]=[CH:25][C:13]=3[N:12]2[C:26]=1[C:27]1[CH:32]=[CH:31][C:30]([C:33]2([NH:37]C(=O)OC(C)(C)C)[CH2:36][CH2:35][CH2:34]2)=[CH:29][CH:28]=1)=[CH:2]\[C:3]1[CH:8]=[CH:7][CH:6]=[CH:5][CH:4]=1. (4) Given the product [C:44]([O:38][C@@H:36]1[CH2:35][C@@H:34]([C:39]([N:41]([CH3:43])[CH3:42])=[O:40])[N:33]([C@@:5]2([C:25]3[CH:30]=[CH:29][CH:28]=[CH:27][C:26]=3[O:31][CH3:32])[C:4]3[C:8](=[CH:9][CH:10]=[C:2]([Cl:1])[CH:3]=3)[N:7]([S:11]([C:14]3[CH:19]=[CH:18][C:17]([O:20][CH3:21])=[CH:16][C:15]=3[O:22][CH3:23])(=[O:12])=[O:13])[C:6]2=[O:24])[CH2:37]1)(=[O:46])[CH3:45], predict the reactants needed to synthesize it. The reactants are: [Cl:1][C:2]1[CH:3]=[C:4]2[C:8](=[CH:9][CH:10]=1)[N:7]([S:11]([C:14]1[CH:19]=[CH:18][C:17]([O:20][CH3:21])=[CH:16][C:15]=1[O:22][CH3:23])(=[O:13])=[O:12])[C:6](=[O:24])[C:5]2([N:33]1[CH2:37][C@H:36]([OH:38])[CH2:35][C@H:34]1[C:39]([N:41]([CH3:43])[CH3:42])=[O:40])[C:25]1[CH:30]=[CH:29][CH:28]=[CH:27][C:26]=1[O:31][CH3:32].[C:44](OC(=O)C)(=[O:46])[CH3:45]. (5) Given the product [CH3:1][O:2][C:3]([C:5]1[S:6][C:7]([Br:14])=[CH:8][C:9]=1[N:10]([CH:11]([CH3:12])[CH3:13])[C:28]([C@H:25]1[CH2:26][CH2:27][C@H:22]([CH3:21])[CH2:23][CH2:24]1)=[O:29])=[O:4], predict the reactants needed to synthesize it. The reactants are: [CH3:1][O:2][C:3]([C:5]1[S:6][C:7]([Br:14])=[CH:8][C:9]=1[NH:10][CH:11]([CH3:13])[CH3:12])=[O:4].N1C=CC=CC=1.[CH3:21][C@H:22]1[CH2:27][CH2:26][C@H:25]([C:28](Cl)=[O:29])[CH2:24][CH2:23]1. (6) Given the product [OH:8][C:5]1[CH:6]=[CH:7][C:2]([S:1][CH2:11][CH2:10][C:9]([O:13][CH:14]([CH2:16][CH:17]2[CH:24]3[CH2:23][CH:22]4[CH2:21][CH:20]([CH2:19][CH:18]2[CH2:26]4)[CH2:25]3)[CH3:15])=[O:12])=[CH:3][CH:4]=1, predict the reactants needed to synthesize it. The reactants are: [SH:1][C:2]1[CH:7]=[CH:6][C:5]([OH:8])=[CH:4][CH:3]=1.[C:9]([O:13][CH:14]([CH2:16][CH:17]1[CH:24]2[CH2:25][CH:20]3[CH2:21][CH:22]([CH2:26][CH:18]1[CH2:19]3)[CH2:23]2)[CH3:15])(=[O:12])[CH:10]=[CH2:11].C(N(CC)CC)C.C(OCC)(=O)C. (7) Given the product [N+:19]([C:22]1[CH:29]=[CH:28][C:25](/[CH:26]=[CH:9]/[C:10]2[CH:11]=[CH:12][C:13]([N+:16]([O-:18])=[O:17])=[CH:14][CH:15]=2)=[CH:24][CH:23]=1)([O-:21])=[O:20], predict the reactants needed to synthesize it. The reactants are: C(OP([CH2:9][C:10]1[CH:15]=[CH:14][C:13]([N+:16]([O-:18])=[O:17])=[CH:12][CH:11]=1)(=O)OCC)C.[N+:19]([C:22]1[CH:29]=[CH:28][C:25]([CH:26]=O)=[CH:24][CH:23]=1)([O-:21])=[O:20].O(C)[Na].